This data is from Peptide-MHC class II binding affinity with 134,281 pairs from IEDB. The task is: Regression. Given a peptide amino acid sequence and an MHC pseudo amino acid sequence, predict their binding affinity value. This is MHC class II binding data. (1) The peptide sequence is MAKKGGEAMDTISVF. The MHC is DRB1_1101 with pseudo-sequence DRB1_1101. The binding affinity (normalized) is 0. (2) The peptide sequence is SGMAEATSLDTMTQM. The MHC is HLA-DQA10501-DQB10201 with pseudo-sequence HLA-DQA10501-DQB10201. The binding affinity (normalized) is 0.374. (3) The peptide sequence is AAGTYVAADAAAASS. The MHC is DRB1_0404 with pseudo-sequence DRB1_0404. The binding affinity (normalized) is 0.268. (4) The peptide sequence is TYSQLMTLKDAKMLQ. The MHC is DRB1_0301 with pseudo-sequence DRB1_0301. The binding affinity (normalized) is 0.675. (5) The peptide sequence is KTFEREYPTIKQKKPHHHHHH. The MHC is HLA-DQA10102-DQB10501 with pseudo-sequence HLA-DQA10102-DQB10501. The binding affinity (normalized) is 0.376.